Binary Classification. Given a miRNA mature sequence and a target amino acid sequence, predict their likelihood of interaction. From a dataset of Experimentally validated miRNA-target interactions with 360,000+ pairs, plus equal number of negative samples. (1) Result: 0 (no interaction). The protein sequence of the target gene is MPGPSPGLRRALLGLWAALGLGLFGLSAVSQEPFWADLQPRVAFVERGGSLWLNCSTNCPRPERGGLETSLRRNGTQRGLRWLARQLVDIREPETQPVCFFRCARRTLQARGLIRTFQRPDRVELMPLPPWQPVGENFTLSCRVPGAGPRASLTLTLLRGAQELIRRSFAGEPPRARGAVLTATVLARREDHGANFSCRAELDLRPHGLGLFENSSAPRELRTFSLSPDAPRLAAPRLLEVGSERPVSCTLDGLFPASEARVYLALGDQNLSPDVTLEGDAFVATATATASAEQEGARQL.... The miRNA is hsa-miR-499b-5p with sequence ACAGACUUGCUGUGAUGUUCA. (2) The protein sequence of the target gene is MVDYIVEYDYDAVHDDELTIRVGEIIRNVKKLQEEGWLEGELNGRRGMFPDNFVKEIKRETEPKDDNLPIKRERQGNVASLVQRISTYGLPAGGIQPHPQTKAIKKKTKKRQCKVLFDYSPQNEDELELIVGDVIDVIEEVEEGWWSGTLNNKLGLFPSNFVKELESTEDGETHNAQEESEVPLTGPTSPLPSPGNGSEPAPGSVAQPKKIRGIGFGDIFKEGSVKLRTRTSSSETEEKKTEKPLILQPLGSRTQNVEVTKPDVDGKIKAKEYCRTLFPYTGTNEDELTFREGEIIHLIS.... Result: 1 (interaction). The miRNA is mmu-miR-340-5p with sequence UUAUAAAGCAAUGAGACUGAUU. (3) The miRNA is mmu-miR-543-3p with sequence AAACAUUCGCGGUGCACUUCUU. The protein sequence of the target gene is MQPPPRKVKPAQEVKLRFLEQLSILQTWQQREADLLEDIRSYSKQRAAIEREYGQALQKLAGPFLKREGHRSGEMDSRGRTVFGAWRCLLDATVAGGQTRLQASDRYRDLAGGTGRSAKEQVLRKGTENLQRAQAEVLQSVRELSRSRKLYGQRERVWALAQEKAADVQARLNRSDHGIFHSRTSLQKLSTKLSAQSAQYSQQLQAARNEYLLNLVATNAHLDHYYQEELPALLKALVSELSEHLRDPLTSLSHTELEAAEVILEHAHRGEQTTSQVSWEQDLKLFLQEPGVFSPTPPQQ.... Result: 0 (no interaction). (4) The miRNA is mmu-miR-467b-5p with sequence GUAAGUGCCUGCAUGUAUAUG. The protein sequence of the target gene is MKPQLVNLLLLCCCCLGRHGVAGTWSWSHQREAAALRESLHRHRYLNSFPHENSTAFYGVNQFSYLFPEEFKALYLGSKYAWAPRYPAEGQRPIPNVSLPLRFDWRDKHVVNPVRNQEMCGGCWAFSVVSAIESARAIQGKSLDYLSVQQVIDCSFNNSGCLGGSPLCALRWLNETQLKLVADSQYPFKAVNGQCRHFPQSQAGVSVKDFSAYNFRGQEDEMARALLSFGPLVVIVDAMSWQDYLGGIIQHHCSSGEANHAVLITGFDRTGNTPYWMVRNSWGSSWGVEGYAHVKMGGNV.... Result: 0 (no interaction). (5) The protein sequence of the target gene is MAELVQGQSAPVGMKAEGFVDALHRVRQIAAKIDSIPHLNNSTPLVDPSVYGYGVQKRPLDDGVGNQLGALVHQRTVITEEFKVPDKMVGFIIGRGGEQISRIQAESGCKIQIASESSGIPERPCVLTGTPESIEQAKRLLGQIVDRCRNGPGFHNDIDSNSTIQEILIPASKVGLVIGRGGETIKQLQERTGVKMVMIQDGPLPTGADKPLRITGDAFKVQQAREMVLEIIREKDQADFRGVRGDFNSRMGGGSIEVSVPRFAVGIVIGRNGEMIKKIQNDAGVRIQFKPDDGISPERA.... Result: 0 (no interaction). The miRNA is hsa-miR-3683 with sequence UGCGACAUUGGAAGUAGUAUCA. (6) The miRNA is hsa-miR-5186 with sequence AGAGAUUGGUAGAAAUCAGGU. The protein sequence of the target gene is MVAEKETLSLNKCPDKMPKRTKLLAQQPLPVHQPHSLVSEGFTVKAMMKNSVVRGPPAAGAFKERPTKPTAFRKFYERGDFPIALEHDSKGNKIAWKVEIEKLDYHHYLPLFFDGLCEMTFPYEFFARQGIHDMLEHGGNKILPVLPQLIIPIKNALNLRNRQVICVTLKVLQHLVVSAEMVGKALVPYYRQILPVLNIFKNMNGSYSLPRLECSGAIMARCNLDHLGSSDPPTSASQVAEIIVNSGDGIDYSQQKRENIGDLIQETLEAFERYGGENAFINIKYVVPTYESCLLN. Result: 0 (no interaction).